From a dataset of Full USPTO retrosynthesis dataset with 1.9M reactions from patents (1976-2016). Predict the reactants needed to synthesize the given product. (1) Given the product [CH2:1]([N:3]1[CH:7]=[C:6]([C:8]([OH:10])=[O:9])[CH:5]=[N:4]1)[CH3:2], predict the reactants needed to synthesize it. The reactants are: [CH2:1]([N:3]1[CH:7]=[C:6]([C:8]([O:10]CC)=[O:9])[CH:5]=[N:4]1)[CH3:2].[OH-].[Na+].Cl. (2) Given the product [C:1]([O:5][C:6]([N:8]1[CH2:20][C@@H:19]([CH3:21])[N:18]2[C@H:10]([CH2:11][C:12]3[C:17]2=[N:16][C:15]([CH3:22])=[C:14]([CH3:24])[CH:13]=3)[CH2:9]1)=[O:7])([CH3:4])([CH3:3])[CH3:2], predict the reactants needed to synthesize it. The reactants are: [C:1]([O:5][C:6]([N:8]1[CH2:20][C@@H:19]([CH3:21])[N:18]2[C@H:10]([CH2:11][C:12]3[C:17]2=[N:16][C:15]([CH3:22])=[C:14](Br)[CH:13]=3)[CH2:9]1)=[O:7])([CH3:4])([CH3:3])[CH3:2].[C:24](=O)([O-])[O-].[Na+].[Na+].CB1OB(C)OB(C)O1.[OH-].[Na+]. (3) Given the product [Cl:1][C:2]1[CH:3]=[C:4]([CH:8]=[C:9]([O:11][CH2:12][CH2:13][O:14][CH3:15])[CH:10]=1)[C:5]([NH:17][CH2:18][C:19]1[CH:26]=[CH:25][C:22]([C:23]#[N:24])=[CH:21][C:20]=1[OH:27])=[O:7], predict the reactants needed to synthesize it. The reactants are: [Cl:1][C:2]1[CH:3]=[C:4]([CH:8]=[C:9]([O:11][CH2:12][CH2:13][O:14][CH3:15])[CH:10]=1)[C:5]([OH:7])=O.Cl.[NH2:17][CH2:18][C:19]1[CH:26]=[CH:25][C:22]([C:23]#[N:24])=[CH:21][C:20]=1[OH:27]. (4) Given the product [F:42][C:37]1[CH:38]=[CH:39][CH:40]=[CH:41][C:36]=1[O:35][C:5]([CH3:34])([CH2:6][C:7]1[CH:8]=[CH:9][C:10]([O:13][CH2:14][CH2:15][CH:16]2[CH2:20][N:19]([CH2:21][C:22]3[CH:27]=[CH:26][CH:25]=[C:24]([C:28]([F:30])([F:31])[F:29])[CH:23]=3)[C:18](=[O:32])[N:17]2[CH3:33])=[CH:11][CH:12]=1)[C:4]([OH:43])=[O:3], predict the reactants needed to synthesize it. The reactants are: C([O:3][C:4](=[O:43])[C:5]([O:35][C:36]1[CH:41]=[CH:40][CH:39]=[CH:38][C:37]=1[F:42])([CH3:34])[CH2:6][C:7]1[CH:12]=[CH:11][C:10]([O:13][CH2:14][CH2:15][CH:16]2[CH2:20][N:19]([CH2:21][C:22]3[CH:27]=[CH:26][CH:25]=[C:24]([C:28]([F:31])([F:30])[F:29])[CH:23]=3)[C:18](=[O:32])[N:17]2[CH3:33])=[CH:9][CH:8]=1)C.[OH-].[Na+]. (5) Given the product [Br:13][C:10]1[CH:11]=[CH:12][C:7]([C:5]2[N:6]=[C:2]([NH:16][CH2:15][CH2:14][NH2:17])[S:3][CH:4]=2)=[CH:8][CH:9]=1, predict the reactants needed to synthesize it. The reactants are: Br[C:2]1[S:3][CH:4]=[C:5]([C:7]2[CH:12]=[CH:11][C:10]([Br:13])=[CH:9][CH:8]=2)[N:6]=1.[CH2:14]([NH2:17])[CH2:15][NH2:16].C([O-])(O)=O.[Na+]. (6) Given the product [OH:12][C:2]1[CH:1]=[C:10]2[C:5]([CH:6]=[CH:7][C:8]([O:11][CH:22]([CH2:23][CH3:24])[C:21]([O:20][CH3:19])=[O:26])=[CH:9]2)=[CH:4][CH:3]=1, predict the reactants needed to synthesize it. The reactants are: [CH:1]1[C:10]2[C:5](=[CH:6][CH:7]=[C:8]([OH:11])[CH:9]=2)[CH:4]=[CH:3][C:2]=1[OH:12].C(=O)([O-])[O-].[Cs+].[Cs+].[CH3:19][O:20][C:21](=[O:26])[CH:22](Br)[CH2:23][CH3:24]. (7) Given the product [F:1][C:2]1[CH:3]=[C:4]([CH2:8][CH2:9][NH:10][C:11]([CH:13]2[CH2:22][CH2:21][CH2:20][CH2:19][C:14]2=[O:15])=[O:12])[CH:5]=[CH:6][CH:7]=1, predict the reactants needed to synthesize it. The reactants are: [F:1][C:2]1[CH:3]=[C:4]([CH2:8][CH2:9][NH:10][C:11]([CH:13]2[CH2:22][CH2:21][CH2:20][CH2:19][C:14]32OCC[O:15]3)=[O:12])[CH:5]=[CH:6][CH:7]=1.C1(C)C=CC(S(O)(=O)=O)=CC=1.